Dataset: Peptide-MHC class I binding affinity with 185,985 pairs from IEDB/IMGT. Task: Regression. Given a peptide amino acid sequence and an MHC pseudo amino acid sequence, predict their binding affinity value. This is MHC class I binding data. (1) The peptide sequence is RLAQRVFNNY. The MHC is HLA-A26:01 with pseudo-sequence HLA-A26:01. The binding affinity (normalized) is 0.251. (2) The peptide sequence is SLFKNVRLLK. The MHC is HLA-A11:01 with pseudo-sequence HLA-A11:01. The binding affinity (normalized) is 0.762. (3) The peptide sequence is LSREYEARQGK. The MHC is Mamu-A01 with pseudo-sequence Mamu-A01. The binding affinity (normalized) is 0.131. (4) The peptide sequence is LALKNSQAEL. The MHC is HLA-A02:02 with pseudo-sequence HLA-A02:02. The binding affinity (normalized) is 0.389.